Dataset: Forward reaction prediction with 1.9M reactions from USPTO patents (1976-2016). Task: Predict the product of the given reaction. (1) Given the reactants [O:1]=[C:2]1[NH:7][C:6](=[O:8])[C:5]([C:9]([O:11][CH2:12][CH3:13])=[O:10])=[CH:4][N:3]1[C:14]1[CH:15]=[C:16]2[C:20](=[CH:21][CH:22]=1)[N:19]([CH3:23])[C:18](=[O:24])[C:17]2([CH3:26])[CH3:25].Br[CH2:28][C:29]1[CH:34]=[CH:33][CH:32]=[C:31]([Cl:35])[C:30]=1[C:36]([F:39])([F:38])[F:37], predict the reaction product. The product is: [Cl:35][C:31]1[C:30]([C:36]([F:37])([F:38])[F:39])=[C:29]([CH:34]=[CH:33][CH:32]=1)[CH2:28][N:7]1[C:6](=[O:8])[C:5]([C:9]([O:11][CH2:12][CH3:13])=[O:10])=[CH:4][N:3]([C:14]2[CH:15]=[C:16]3[C:20](=[CH:21][CH:22]=2)[N:19]([CH3:23])[C:18](=[O:24])[C:17]3([CH3:25])[CH3:26])[C:2]1=[O:1]. (2) Given the reactants [N:1]1([C:6]2[N:11]=[C:10]([C:12]#[N:13])[CH:9]=[CH:8][CH:7]=2)[CH:5]=[CH:4][CH:3]=[N:2]1.[C:14](OC)(=[O:22])[C:15]1[C:16](=[CH:18][CH:19]=[CH:20][CH:21]=1)[SH:17].C(N(CC)CC)C, predict the reaction product. The product is: [N:1]1([C:6]2[N:11]=[C:10]([C:12]3[S:17][C:16]4[CH:18]=[CH:19][CH:20]=[CH:21][C:15]=4[C:14](=[O:22])[N:13]=3)[CH:9]=[CH:8][CH:7]=2)[CH:5]=[CH:4][CH:3]=[N:2]1.